This data is from Reaction yield outcomes from USPTO patents with 853,638 reactions. The task is: Predict the reaction yield, written as a fraction of the theoretical maximum amount of product (1.0 means a 100% yield; for example, 0.34 means a 34% yield). (1) The reactants are [Br:1][C:2]1[CH:3]=[C:4]2[C:10](I)=[CH:9][N:8]([S:12]([C:15]3[CH:20]=[CH:19][C:18]([CH3:21])=[CH:17][CH:16]=3)(=[O:14])=[O:13])[C:5]2=[N:6][CH:7]=1.Cl.[NH2:23][CH2:24][C:25]1[CH:30]=[CH:29][C:28](B(O)O)=[CH:27][CH:26]=1.C([O-])([O-])=O.[Na+].[Na+].CCOC(C)=O. The catalyst is CC#N.Cl[Pd](Cl)([P](C1C=CC=CC=1)(C1C=CC=CC=1)C1C=CC=CC=1)[P](C1C=CC=CC=1)(C1C=CC=CC=1)C1C=CC=CC=1. The product is [Br:1][C:2]1[CH:3]=[C:4]2[C:10]([C:28]3[CH:29]=[CH:30][C:25]([CH2:24][NH2:23])=[CH:26][CH:27]=3)=[CH:9][N:8]([S:12]([C:15]3[CH:20]=[CH:19][C:18]([CH3:21])=[CH:17][CH:16]=3)(=[O:14])=[O:13])[C:5]2=[N:6][CH:7]=1. The yield is 0.710. (2) The reactants are [Cl-].[Ca+2].[Cl-].[BH4-].[Na+].[N:6]1([C:24]([O:26][C:27]([CH3:30])([CH3:29])[CH3:28])=[O:25])[C@@H:18]2[C@@H:9]([C@H:10]([C:19](OCC)=[O:20])[NH:11][C:12]3[CH:13]=[CH:14][CH:15]=[CH:16][C:17]=32)[CH2:8][CH2:7]1.C(=O)([O-])O.[Na+]. The catalyst is O1CCCC1CCO.O1CCCC1.C(OCC)(=O)C. The product is [OH:20][CH2:19][C@H:10]1[C@H:9]2[CH2:8][CH2:7][N:6]([C:24]([O:26][C:27]([CH3:30])([CH3:29])[CH3:28])=[O:25])[C@H:18]2[C:17]2[CH:16]=[CH:15][CH:14]=[CH:13][C:12]=2[NH:11]1. The yield is 0.960. (3) The reactants are [NH2:1][C@@H:2]1[CH2:7][CH2:6][CH2:5][N:4]([C:8]([NH:10][C:11]2[CH:16]=[CH:15][CH:14]=[CH:13][CH:12]=2)=[O:9])[CH2:3]1.[O:17]=[C:18]1[C:26]2[C:21](=[CH:22][CH:23]=[CH:24][CH:25]=2)[C:20](=[O:27])[N:19]1[CH2:28][CH2:29][CH2:30][CH:31]=O.[BH-](OC(C)=O)(OC(C)=O)OC(C)=O.[Na+].[OH-].[Na+]. The catalyst is C(Cl)Cl. The product is [O:17]=[C:18]1[C:26]2[C:21](=[CH:22][CH:23]=[CH:24][CH:25]=2)[C:20](=[O:27])[N:19]1[CH2:28][CH2:29][CH2:30][CH2:31][NH:1][C@@H:2]1[CH2:7][CH2:6][CH2:5][N:4]([C:8]([NH:10][C:11]2[CH:16]=[CH:15][CH:14]=[CH:13][CH:12]=2)=[O:9])[CH2:3]1. The yield is 0.510. (4) The reactants are [C:1]([O:5][C:6]([C:8]1([CH2:14][N:15]2[CH2:20][CH2:19][C:18](=O)[CH2:17][CH2:16]2)[CH2:13][CH2:12][O:11][CH2:10][CH2:9]1)=[O:7])([CH3:4])([CH3:3])[CH3:2].C1(C)C=CC(S([CH2:31][N+:32]#[C-])(=O)=O)=CC=1.C(O)C.CC(C)([O-])C.[K+].C([O-])(O)=O.[Na+]. The catalyst is COCCOC. The product is [C:31]([CH:18]1[CH2:17][CH2:16][N:15]([CH2:14][C:8]2([C:6]([O:5][C:1]([CH3:2])([CH3:4])[CH3:3])=[O:7])[CH2:13][CH2:12][O:11][CH2:10][CH2:9]2)[CH2:20][CH2:19]1)#[N:32]. The yield is 0.630. (5) The reactants are [CH2:1]([C:3]1[S:4][C:5](C)=[C:6]([CH2:8]P(=O)(OCC)OCC)[N:7]=1)[CH3:2].[H-].[Na+].[CH3:20][O:21][CH2:22][O:23][C:24]1[C:28]([CH:29]=O)=[CH:27][N:26]([C:31]2[CH:36]=[CH:35][CH:34]=[CH:33][C:32]=2[CH3:37])[N:25]=1.O. The catalyst is O1CCCC1. The product is [CH2:1]([C:3]1[S:4][CH:5]=[C:6](/[CH:8]=[CH:29]/[C:28]2[C:24]([O:23][CH2:22][O:21][CH3:20])=[N:25][N:26]([C:31]3[CH:36]=[CH:35][CH:34]=[CH:33][C:32]=3[CH3:37])[CH:27]=2)[N:7]=1)[CH3:2]. The yield is 0.570.